From a dataset of Full USPTO retrosynthesis dataset with 1.9M reactions from patents (1976-2016). Predict the reactants needed to synthesize the given product. (1) The reactants are: [CH:1]1([C:4]2[N:9]=[C:8]3[NH:10][N:11]=[CH:12][C:7]3=[C:6]([N:13]3[CH2:17][CH2:16][C:15]([F:19])([F:18])[CH2:14]3)[CH:5]=2)[CH2:3][CH2:2]1.Cl[CH2:21][C:22]1[C:26]([CH3:27])=[N:25][O:24][N:23]=1. Given the product [CH:1]1([C:4]2[N:9]=[C:8]3[N:10]([CH2:21][C:22]4[C:26]([CH3:27])=[N:25][O:24][N:23]=4)[N:11]=[CH:12][C:7]3=[C:6]([N:13]3[CH2:17][CH2:16][C:15]([F:18])([F:19])[CH2:14]3)[CH:5]=2)[CH2:3][CH2:2]1, predict the reactants needed to synthesize it. (2) Given the product [CH3:1][CH2:2][C@@H:3]([C@H:5]([N:36]([C:38]([C@@H:40]([NH:44][C:45]([C@@H:47]([N:51]([CH3:53])[CH3:52])[CH:48]([CH3:50])[CH3:49])=[O:46])[CH:41]([CH3:43])[CH3:42])=[O:39])[CH3:37])[C@H:6]([O:34][CH3:35])[CH2:7][C:8]([N:10]1[C@H:14]([C@H:15]([O:32][CH3:33])[C@H:16]([C:18]([NH:20][C@H:21]([C:29]([OH:31])=[O:30])[CH2:22][C:23]2[CH:28]=[CH:27][CH:26]=[CH:25][CH:24]=2)=[O:19])[CH3:17])[CH2:13][CH2:12][CH2:11]1)=[O:9])[CH3:4].[OH:67][CH2:68][CH2:69][CH2:70][NH-:71].[NH2:61][C@H:62]([C:64]([OH:66])=[O:65])[CH3:63], predict the reactants needed to synthesize it. The reactants are: [CH3:1][CH2:2][C@@H:3]([C@H:5]([N:36]([C:38]([C@@H:40]([NH:44][C:45]([C@@H:47]([N:51]([CH3:53])[CH3:52])[CH:48]([CH3:50])[CH3:49])=[O:46])[CH:41]([CH3:43])[CH3:42])=[O:39])[CH3:37])[C@H:6]([O:34][CH3:35])[CH2:7][C:8]([N:10]1[C@H:14]([C@H:15]([O:32][CH3:33])[C@H:16]([C:18]([NH:20][C@H:21]([C:29]([OH:31])=[O:30])[CH2:22][C:23]2[CH:28]=[CH:27][CH:26]=[CH:25][CH:24]=2)=[O:19])[CH3:17])[CH2:13][CH2:12][CH2:11]1)=[O:9])[CH3:4].C([NH:61][C@H:62]([C:64]([OH:66])=[O:65])[CH3:63])(OC(C)(C)C)=O.[OH:67][CH2:68][CH2:69][CH2:70][NH-:71].FC(F)(F)C(O)=O. (3) Given the product [F:8][C:6]1[CH:5]=[CH:4][C:3]([N+:9]([O-:11])=[O:10])=[C:2]([S:19][CH3:18])[CH:7]=1, predict the reactants needed to synthesize it. The reactants are: F[C:2]1[CH:7]=[C:6]([F:8])[CH:5]=[CH:4][C:3]=1[N+:9]([O-:11])=[O:10].N1C=CC=CC=1.[CH3:18][S-:19].[Na+].